Dataset: NCI-60 drug combinations with 297,098 pairs across 59 cell lines. Task: Regression. Given two drug SMILES strings and cell line genomic features, predict the synergy score measuring deviation from expected non-interaction effect. (1) Drug 2: CCC1=C2CN3C(=CC4=C(C3=O)COC(=O)C4(CC)O)C2=NC5=C1C=C(C=C5)O. Cell line: HS 578T. Synergy scores: CSS=9.38, Synergy_ZIP=-3.82, Synergy_Bliss=-1.55, Synergy_Loewe=-24.9, Synergy_HSA=-3.89. Drug 1: COC1=NC(=NC2=C1N=CN2C3C(C(C(O3)CO)O)O)N. (2) Drug 1: CS(=O)(=O)C1=CC(=C(C=C1)C(=O)NC2=CC(=C(C=C2)Cl)C3=CC=CC=N3)Cl. Drug 2: CCC1(C2=C(COC1=O)C(=O)N3CC4=CC5=C(C=CC(=C5CN(C)C)O)N=C4C3=C2)O.Cl. Cell line: HCT116. Synergy scores: CSS=41.1, Synergy_ZIP=-1.28, Synergy_Bliss=-2.10, Synergy_Loewe=-23.3, Synergy_HSA=-2.30. (3) Drug 1: C1=CN(C(=O)N=C1N)C2C(C(C(O2)CO)O)O.Cl. Drug 2: C1CC(C1)(C(=O)O)C(=O)O.[NH2-].[NH2-].[Pt+2]. Cell line: HCC-2998. Synergy scores: CSS=39.9, Synergy_ZIP=-6.86, Synergy_Bliss=-9.30, Synergy_Loewe=-7.35, Synergy_HSA=-3.96. (4) Synergy scores: CSS=57.2, Synergy_ZIP=-0.716, Synergy_Bliss=2.56, Synergy_Loewe=-0.967, Synergy_HSA=1.47. Cell line: HCT-15. Drug 1: CC1OCC2C(O1)C(C(C(O2)OC3C4COC(=O)C4C(C5=CC6=C(C=C35)OCO6)C7=CC(=C(C(=C7)OC)O)OC)O)O. Drug 2: CN(CCCl)CCCl.Cl. (5) Drug 1: COC1=CC(=CC(=C1O)OC)C2C3C(COC3=O)C(C4=CC5=C(C=C24)OCO5)OC6C(C(C7C(O6)COC(O7)C8=CC=CS8)O)O. Drug 2: C1CN(CCN1C(=O)CCBr)C(=O)CCBr. Cell line: HOP-62. Synergy scores: CSS=51.4, Synergy_ZIP=-4.40, Synergy_Bliss=3.51, Synergy_Loewe=-27.1, Synergy_HSA=4.08. (6) Drug 1: CCC(=C(C1=CC=CC=C1)C2=CC=C(C=C2)OCCN(C)C)C3=CC=CC=C3.C(C(=O)O)C(CC(=O)O)(C(=O)O)O. Drug 2: C1CN(CCN1C(=O)CCBr)C(=O)CCBr. Cell line: UO-31. Synergy scores: CSS=19.1, Synergy_ZIP=-4.67, Synergy_Bliss=0.579, Synergy_Loewe=-1.50, Synergy_HSA=0.308. (7) Drug 1: C1CCN(CC1)CCOC2=CC=C(C=C2)C(=O)C3=C(SC4=C3C=CC(=C4)O)C5=CC=C(C=C5)O. Drug 2: C1CN1P(=S)(N2CC2)N3CC3. Cell line: MDA-MB-435. Synergy scores: CSS=-2.83, Synergy_ZIP=9.00, Synergy_Bliss=13.5, Synergy_Loewe=1.86, Synergy_HSA=3.04.